The task is: Predict the reaction yield, written as a fraction of the theoretical maximum amount of product (1.0 means a 100% yield; for example, 0.34 means a 34% yield).. This data is from Reaction yield outcomes from USPTO patents with 853,638 reactions. The reactants are [C:1]([C:4]1[CH:9]=[N:8][CH:7]=[CH:6][N:5]=1)(=[O:3])[CH3:2].[Br-:10].[Br-].[Br-].[NH+]1C=CC=CC=1.[NH+]1C=CC=CC=1.[NH+]1C=CC=CC=1. The catalyst is C(O)(=O)C. The product is [Br:10][CH2:2][C:1]([C:4]1[CH:9]=[N:8][CH:7]=[CH:6][N:5]=1)=[O:3]. The yield is 0.380.